Task: Predict the reactants needed to synthesize the given product.. Dataset: Full USPTO retrosynthesis dataset with 1.9M reactions from patents (1976-2016) (1) Given the product [CH3:25][O:24][C:22]([C:21]1[CH:20]=[CH:19][N:10]=[C:8]([S:9][CH3:11])[N:7]=1)([O:26][CH3:27])[CH3:23], predict the reactants needed to synthesize it. The reactants are: S(O)(O)(=O)=O.C[NH:7][C:8](=[NH:10])[SH:9].[C:11](=O)([O-])[O-].[Na+].[Na+].CO[CH:19]=[CH:20][C:21](=O)[C:22]([O:26][CH3:27])([O:24][CH3:25])[CH3:23]. (2) Given the product [Cl:1][C:2]1[CH:3]=[C:4]([C:23]([O:25][CH3:26])=[O:24])[C:5]([CH3:22])=[C:6]([N:8]([CH2:27][CH3:28])[CH:9]2[CH2:14][CH2:13][N:12]([C:15]([O:17][C:18]([CH3:19])([CH3:20])[CH3:21])=[O:16])[CH2:11][CH2:10]2)[CH:7]=1, predict the reactants needed to synthesize it. The reactants are: [Cl:1][C:2]1[CH:3]=[C:4]([C:23]([O:25][CH3:26])=[O:24])[C:5]([CH3:22])=[C:6]([NH:8][CH:9]2[CH2:14][CH2:13][N:12]([C:15]([O:17][C:18]([CH3:21])([CH3:20])[CH3:19])=[O:16])[CH2:11][CH2:10]2)[CH:7]=1.[CH:27](=O)[CH3:28].C(O[BH-](OC(=O)C)OC(=O)C)(=O)C.[Na+].C([O-])(O)=O.[Na+]. (3) Given the product [CH3:1][O:2][C:3](=[O:14])[C:4]([CH3:6])([C:7]1[CH:12]=[CH:11][C:10]([B:15]2[O:19][C:18]([CH3:21])([CH3:20])[C:17]([CH3:23])([CH3:22])[O:16]2)=[CH:9][CH:8]=1)[CH3:5], predict the reactants needed to synthesize it. The reactants are: [CH3:1][O:2][C:3](=[O:14])[C:4]([C:7]1[CH:12]=[CH:11][C:10](Br)=[CH:9][CH:8]=1)([CH3:6])[CH3:5].[B:15]1([B:15]2[O:19][C:18]([CH3:21])([CH3:20])[C:17]([CH3:23])([CH3:22])[O:16]2)[O:19][C:18]([CH3:21])([CH3:20])[C:17]([CH3:23])([CH3:22])[O:16]1. (4) Given the product [CH3:1][O:2][C:3]([NH:5][CH:6]([CH:7]1[CH2:9][CH2:22][O:21][CH2:20][CH2:8]1)[C:10]([OH:12])=[O:11])=[O:4], predict the reactants needed to synthesize it. The reactants are: [CH3:1][O:2][C:3]([NH:5][C@H:6]([C:10]([OH:12])=[O:11])[CH:7]([CH3:9])[CH3:8])=[O:4].N[C@@H](C1C[CH2:22][O:21][CH2:20]C1)C(O)=O. (5) Given the product [F:1][C:2]1[C:7]([CH3:8])=[CH:6][CH:5]=[CH:4][C:3]=1[C:9](=[N:18][S@@:16]([C:13]([CH3:15])([CH3:14])[CH3:12])=[O:17])[CH3:10], predict the reactants needed to synthesize it. The reactants are: [F:1][C:2]1[C:7]([CH3:8])=[CH:6][CH:5]=[CH:4][C:3]=1[C:9](=O)[CH3:10].[CH3:12][C:13]([S@:16]([NH2:18])=[O:17])([CH3:15])[CH3:14]. (6) Given the product [CH2:9]([N:8]([CH2:11][CH3:12])[C:6]1[CH:5]=[C:4]([CH3:13])[CH:3]=[C:2]([CH:20]=[CH2:21])[N:7]=1)[CH3:10], predict the reactants needed to synthesize it. The reactants are: Cl[C:2]1[N:7]=[C:6]([N:8]([CH2:11][CH3:12])[CH2:9][CH3:10])[CH:5]=[C:4]([CH3:13])[CH:3]=1.B1(C=C)OB([CH:20]=[CH2:21])OB(C=C)O1.C1C=CN=CC=1.C([O-])([O-])=O.[K+].[K+].